Predict the reaction yield, written as a fraction of the theoretical maximum amount of product (1.0 means a 100% yield; for example, 0.34 means a 34% yield). From a dataset of Reaction yield outcomes from USPTO patents with 853,638 reactions. (1) The reactants are [F:1][C:2]1[CH:3]=[C:4]([OH:9])[CH:5]=[CH:6][C:7]=1[NH2:8].[Cl:10][C:11]1[CH:16]=[CH:15][C:14]([N:17]=[C:18]=[O:19])=[CH:13][C:12]=1[C:20]([F:23])([F:22])[F:21].O. The catalyst is ClCCl. The product is [Cl:10][C:11]1[CH:16]=[CH:15][C:14]([NH:17][C:18]([NH:8][C:7]2[CH:6]=[CH:5][C:4]([OH:9])=[CH:3][C:2]=2[F:1])=[O:19])=[CH:13][C:12]=1[C:20]([F:21])([F:22])[F:23]. The yield is 0.890. (2) The reactants are [CH2:1]([C:9]1[CH:15]=[CH:14][C:12]([NH2:13])=[CH:11][CH:10]=1)[CH2:2][CH2:3][CH2:4][CH2:5][CH2:6][CH2:7][CH3:8].[N:16]([CH2:19][CH2:20][C:21]([O:23][CH2:24][CH3:25])=[O:22])=[C:17]=[O:18]. The catalyst is C(Cl)Cl. The product is [CH2:1]([C:9]1[CH:10]=[CH:11][C:12]([NH:13][C:17](=[O:18])[NH:16][CH2:19][CH2:20][C:21]([O:23][CH2:24][CH3:25])=[O:22])=[CH:14][CH:15]=1)[CH2:2][CH2:3][CH2:4][CH2:5][CH2:6][CH2:7][CH3:8]. The yield is 0.870. (3) The reactants are [Cl:1][C:2]1[N:7]=[C:6](Cl)[CH:5]=[CH:4][N:3]=1.[NH2:9][C:10]([CH3:14])([CH3:13])[CH2:11][OH:12]. No catalyst specified. The product is [Cl:1][C:2]1[N:7]=[C:6]([NH:9][C:10]([CH3:14])([CH3:13])[CH2:11][OH:12])[CH:5]=[CH:4][N:3]=1. The yield is 0.190. (4) The reactants are FC(F)(F)C(O)=O.[NH:8]1[CH2:11][CH:10]([C:12]2[CH:20]=[CH:19][CH:18]=[C:17]3[C:13]=2[CH:14]=[N:15][NH:16]3)[CH2:9]1.N1CCC1.[C:25]1([CH2:31][CH:32]=O)[CH:30]=[CH:29][CH:28]=[CH:27][CH:26]=1.C(O[BH-](OC(=O)C)OC(=O)C)(=O)C.[Na+]. The catalyst is C(Cl)Cl. The product is [C:25]1([CH2:31][CH2:32][N:8]2[CH2:9][CH:10]([C:12]3[CH:20]=[CH:19][CH:18]=[C:17]4[C:13]=3[CH:14]=[N:15][NH:16]4)[CH2:11]2)[CH:30]=[CH:29][CH:28]=[CH:27][CH:26]=1. The yield is 0.410. (5) The catalyst is CO.[Ni]. The reactants are [Br:1][C:2]1[CH:7]=[C:6]([N+:8]([O-])=O)[CH:5]=[CH:4][C:3]=1[CH2:11][CH3:12]. The product is [Br:1][C:2]1[CH:7]=[C:6]([CH:5]=[CH:4][C:3]=1[CH2:11][CH3:12])[NH2:8]. The yield is 0.480.